From a dataset of Reaction yield outcomes from USPTO patents with 853,638 reactions. Predict the reaction yield, written as a fraction of the theoretical maximum amount of product (1.0 means a 100% yield; for example, 0.34 means a 34% yield). (1) The reactants are Cl[C:2]1[CH:11]=[CH:10][C:9]2[C:4](=[CH:5][C:6]([F:12])=[CH:7][N:8]=2)[N:3]=1.[NH4+:13].[OH-].[Na+].[Cl-]. The catalyst is O1CCOCC1.O. The product is [F:12][C:6]1[CH:5]=[C:4]2[C:9]([CH:10]=[CH:11][C:2]([NH2:13])=[N:3]2)=[N:8][CH:7]=1. The yield is 0.746. (2) The reactants are [F:1][C:2]1[CH:3]=[C:4]([CH2:10][C:11]([OH:13])=O)[CH:5]=[CH:6][C:7]=1[O:8][CH3:9].[C:14]1([O:20][CH3:21])[CH:19]=[CH:18][CH:17]=[CH:16][CH:15]=1. No catalyst specified. The product is [F:1][C:2]1[CH:3]=[C:4]([CH2:10][C:11]([C:17]2[CH:18]=[CH:19][C:14]([O:20][CH3:21])=[CH:15][CH:16]=2)=[O:13])[CH:5]=[CH:6][C:7]=1[O:8][CH3:9]. The yield is 0.570. (3) The reactants are Br[C:2]1[CH:7]=[CH:6][C:5]([C:8]2[N:12]([CH2:13][CH:14]([CH3:16])[CH3:15])[N:11]=[C:10]([C:17]([O:19][CH2:20][CH3:21])=[O:18])[CH:9]=2)=[CH:4][CH:3]=1.[CH3:22][S:23]([C:26]1[CH:31]=[C:30](B2OC(C)(C)C(C)(C)O2)[CH:29]=[CH:28][C:27]=1[CH2:41][OH:42])(=[O:25])=[O:24].C([O-])([O-])=O.[Na+].[Na+]. The catalyst is O1CCOCC1.O.C1C=CC([P]([Pd]([P](C2C=CC=CC=2)(C2C=CC=CC=2)C2C=CC=CC=2)([P](C2C=CC=CC=2)(C2C=CC=CC=2)C2C=CC=CC=2)[P](C2C=CC=CC=2)(C2C=CC=CC=2)C2C=CC=CC=2)(C2C=CC=CC=2)C2C=CC=CC=2)=CC=1. The product is [OH:42][CH2:41][C:27]1[CH:28]=[CH:29][C:30]([C:2]2[CH:7]=[CH:6][C:5]([C:8]3[N:12]([CH2:13][CH:14]([CH3:16])[CH3:15])[N:11]=[C:10]([C:17]([O:19][CH2:20][CH3:21])=[O:18])[CH:9]=3)=[CH:4][CH:3]=2)=[CH:31][C:26]=1[S:23]([CH3:22])(=[O:25])=[O:24]. The yield is 0.770.